From a dataset of Full USPTO retrosynthesis dataset with 1.9M reactions from patents (1976-2016). Predict the reactants needed to synthesize the given product. (1) Given the product [CH3:1][C:2]1[CH:6]=[C:5]([NH:7][CH2:20][C:21]2[CH:28]=[CH:27][C:24]([C:25]#[N:26])=[CH:23][CH:22]=2)[N:4]([C:8]2[C:17]([F:18])=[CH:16][C:15]3[C:10](=[CH:11][CH:12]=[CH:13][CH:14]=3)[CH:9]=2)[N:3]=1, predict the reactants needed to synthesize it. The reactants are: [CH3:1][C:2]1[CH:6]=[C:5]([NH2:7])[N:4]([C:8]2[C:17]([F:18])=[CH:16][C:15]3[C:10](=[CH:11][CH:12]=[CH:13][CH:14]=3)[CH:9]=2)[N:3]=1.Br[CH2:20][C:21]1[CH:28]=[CH:27][C:24]([C:25]#[N:26])=[CH:23][CH:22]=1. (2) The reactants are: [NH2:1][C:2]1[C:10]2[C:5](=[N:6][C:7]([C:18]3[CH:23]=[CH:22][C:21]([Cl:24])=[CH:20][C:19]=3[Cl:25])=[C:8]([C:11]3[CH:16]=[CH:15][C:14]([Cl:17])=[CH:13][CH:12]=3)[CH:9]=2)[O:4][C:3]=1[C:26](=[O:31])[C:27]([OH:30])([CH3:29])[CH3:28].[C:32]([O:35][CH2:36][C:37](Cl)=[O:38])(=[O:34])[CH3:33].C(#N)C. Given the product [C:32]([O:35][CH2:36][C:37]([NH:1][C:2]1[C:10]2[C:5](=[N:6][C:7]([C:18]3[CH:23]=[CH:22][C:21]([Cl:24])=[CH:20][C:19]=3[Cl:25])=[C:8]([C:11]3[CH:12]=[CH:13][C:14]([Cl:17])=[CH:15][CH:16]=3)[CH:9]=2)[O:4][C:3]=1[C:26](=[O:31])[C:27]([OH:30])([CH3:28])[CH3:29])=[O:38])(=[O:34])[CH3:33], predict the reactants needed to synthesize it. (3) Given the product [CH:1]1([O:3][C:4]2[CH:9]=[CH:8][C:7]([O:10][C:11]([F:12])([F:13])[F:14])=[CH:6][C:5]=2[I:15])[CH2:17][CH2:2]1, predict the reactants needed to synthesize it. The reactants are: [CH:1]([O:3][C:4]1[CH:9]=[CH:8][C:7]([O:10][C:11]([F:14])([F:13])[F:12])=[CH:6][C:5]=1[I:15])=[CH2:2].Cl[CH2:17]I.C([Zn]CC)C. (4) Given the product [CH3:33][O:34][C:4]1[CH:31]=[CH:30][C:7]2[N:8]=[C:9]([C:11]3[CH:16]=[N:15][C:14]([N:17]4[CH2:22][CH2:21][NH:20][CH2:19][CH2:18]4)=[CH:13][CH:12]=3)[S:10][C:6]=2[CH:5]=1, predict the reactants needed to synthesize it. The reactants are: [N+]([C:4]1[CH:31]=[CH:30][C:7]2[N:8]=[C:9]([C:11]3[CH:12]=[CH:13][C:14]([N:17]4[CH2:22][CH2:21][N:20](C(OC(C)(C)C)=O)[CH2:19][CH2:18]4)=[N:15][CH:16]=3)[S:10][C:6]=2[CH:5]=1)([O-])=O.N.[CH3:33][OH:34]. (5) Given the product [OH:18][C:15]([CH3:17])([CH3:16])[CH2:14][O:13][N:8]1[C:7]([CH3:20])([CH3:19])[CH2:6][CH:5]([O:4][CH2:1][CH2:2][CH2:3][Si:22]([CH3:24])([CH3:23])[CH3:21])[CH2:10][C:9]1([CH3:12])[CH3:11], predict the reactants needed to synthesize it. The reactants are: [CH2:1]([O:4][CH:5]1[CH2:10][C:9]([CH3:12])([CH3:11])[N:8]([O:13][CH2:14][C:15]([OH:18])([CH3:17])[CH3:16])[C:7]([CH3:20])([CH3:19])[CH2:6]1)[CH:2]=[CH2:3].[CH3:21][SiH:22]([CH3:24])[CH3:23]. (6) Given the product [F:36][C:37]1[CH:38]=[C:39]([NH:56][C:8]([CH:7]2[O:6][CH2:5][CH2:4][N:3]([C:11]3[CH:16]=[CH:15][CH:14]=[CH:13][CH:12]=3)[C:2]2=[O:1])=[O:10])[CH:40]=[CH:41][C:42]=1[O:43][C:44]1[C:53]2[C:48](=[CH:49][C:50]([O:54][CH3:55])=[CH:51][CH:52]=2)[N:47]=[CH:46][CH:45]=1, predict the reactants needed to synthesize it. The reactants are: [O:1]=[C:2]1[CH:7]([C:8]([O-:10])=O)[O:6][CH2:5][CH2:4][N:3]1[C:11]1[CH:16]=[CH:15][CH:14]=[CH:13][CH:12]=1.[Li+].Cl.C([NH+](CC)CC)C.N1C2C(=NC=CC=2)N(O)N=1.[F:36][C:37]1[CH:38]=[C:39]([NH2:56])[CH:40]=[CH:41][C:42]=1[O:43][C:44]1[C:53]2[C:48](=[CH:49][C:50]([O:54][CH3:55])=[CH:51][CH:52]=2)[N:47]=[CH:46][CH:45]=1. (7) The reactants are: [C:1]([O:9][CH2:10][C:11](=[O:14])[CH2:12][CH3:13])(=[O:8])[C:2]1[CH:7]=[CH:6][CH:5]=[CH:4][CH:3]=1.[CH2:15](O)[CH2:16][CH2:17][OH:18].C(OCC)(OCC)OCC.O.C1(C)C=CC(S(O)(=O)=O)=CC=1. Given the product [C:1]([O:9][CH2:10][C:11]1([CH2:12][CH3:13])[O:18][CH2:17][CH2:16][CH2:15][O:14]1)(=[O:8])[C:2]1[CH:7]=[CH:6][CH:5]=[CH:4][CH:3]=1, predict the reactants needed to synthesize it.